Dataset: Reaction yield outcomes from USPTO patents with 853,638 reactions. Task: Predict the reaction yield, written as a fraction of the theoretical maximum amount of product (1.0 means a 100% yield; for example, 0.34 means a 34% yield). (1) The reactants are [C:1]([O:9][CH2:10][C@H:11]1[O:15][C@@H:14]([N:16]2[C:31]3[N:30]=[C:23]([NH:24][C:25](=[O:29])[CH:26]([CH3:28])[CH3:27])[NH:22][C:20](=[O:21])[C:19]=3[N:18]=[CH:17]2)[CH2:13][C@@H:12]1[OH:32])(=[O:8])[C:2]1[CH:7]=[CH:6][CH:5]=[CH:4][CH:3]=1.FC(F)(F)S(OS(C(F)(F)F)(=O)=O)(=O)=O. The catalyst is ClCCl.N1C=CC=CC=1. The product is [C:25]([NH:24][C:23]1[NH:22][C:20](=[O:21])[C:19]2[N:18]=[CH:17][N:16]([C@@H:14]3[O:15][C@H:11]([CH2:10][O:9][C:1](=[O:8])[C:2]4[CH:3]=[CH:4][CH:5]=[CH:6][CH:7]=4)[C@H:12]([OH:32])[CH2:13]3)[C:31]=2[N:30]=1)(=[O:29])[CH:26]([CH3:28])[CH3:27]. The yield is 0.100. (2) The product is [F:1][C:2]1[C:3]([F:12])=[CH:4][C:5]2[S:9][C:8](=[N:10][C:17](=[O:18])[C:16]3[CH:20]=[CH:21][CH:22]=[C:14]([F:13])[CH:15]=3)[N:7]([CH:24]([CH2:29][CH3:30])[C:25]([OH:27])=[O:26])[C:6]=2[CH:11]=1. The reactants are [F:1][C:2]1[C:3]([F:12])=[CH:4][C:5]2[S:9][C:8]([NH2:10])=[N:7][C:6]=2[CH:11]=1.[F:13][C:14]1[CH:15]=[C:16]([CH:20]=[CH:21][CH:22]=1)[C:17](Cl)=[O:18].Br[CH:24]([CH2:29][CH3:30])[C:25]([O:27]C)=[O:26].COC1C=CC2N=C(N)SC=2C=1.ClC1C=C(C=CC=1)C(Cl)=O.BrCC(OCC)=O. The yield is 0.210. No catalyst specified.